The task is: Predict the reaction yield, written as a fraction of the theoretical maximum amount of product (1.0 means a 100% yield; for example, 0.34 means a 34% yield).. This data is from Reaction yield outcomes from USPTO patents with 853,638 reactions. (1) The reactants are [ClH:1].[NH:2]=[C:3]([N:11]1[CH2:15][CH2:14][CH2:13][CH2:12]1)[C:4]1[CH:9]=[CH:8][C:7]([OH:10])=[CH:6][CH:5]=1.[Cl:16]N1C(=O)CCC1=O. The catalyst is CN(C=O)C. The product is [ClH:16].[Cl:1][C:6]1[CH:5]=[C:4]([C:3](=[NH:2])[N:11]2[CH2:12][CH2:13][CH2:14][CH2:15]2)[CH:9]=[CH:8][C:7]=1[OH:10]. The yield is 0.0940. (2) The reactants are [CH3:1][S:2]([C:5]1[CH:24]=[CH:23][C:8]([CH2:9][NH:10][C:11]([C:13]2[CH:18]=[C:17]([NH2:19])[C:16]([C:20]#[N:21])=[C:15](Cl)[N:14]=2)=[O:12])=[CH:7][CH:6]=1)(=[O:4])=[O:3].[CH:25]([NH2:28])([CH3:27])[CH3:26]. The catalyst is CN(C)C(=O)C.C(#N)C. The product is [NH2:19][C:17]1[C:16]([C:20]#[N:21])=[C:15]([NH:28][CH:25]([CH3:27])[CH3:26])[N:14]=[C:13]([C:11]([NH:10][CH2:9][C:8]2[CH:23]=[CH:24][C:5]([S:2]([CH3:1])(=[O:4])=[O:3])=[CH:6][CH:7]=2)=[O:12])[CH:18]=1. The yield is 0.210. (3) The reactants are [Br:1][C:2]1[CH:7]=[CH:6][C:5]([F:8])=[C:4](I)[CH:3]=1.[CH2:10]([S:12]([C:15]1[CH:20]=[CH:19][C:18](B(O)O)=[CH:17][CH:16]=1)(=[O:14])=[O:13])[CH3:11].C([O-])([O-])=O.[Na+].[Na+]. The catalyst is O1CCOCC1. The product is [CH2:10]([S:12]([C:15]1[CH:20]=[CH:19][C:18]([C:4]2[CH:3]=[C:2]([Br:1])[CH:7]=[CH:6][C:5]=2[F:8])=[CH:17][CH:16]=1)(=[O:13])=[O:14])[CH3:11]. The yield is 0.840. (4) The reactants are [CH:1]([C:4]1[CH:9]=[CH:8][C:7]([CH:10]2[C:14]3[C:15]([CH3:30])=[C:16]([NH:21][C:22](=[O:29])OCC(Cl)(Cl)Cl)[C:17]([CH3:20])=[C:18]([CH3:19])[C:13]=3[O:12][CH2:11]2)=[CH:6][CH:5]=1)([CH3:3])[CH3:2].[OH:31][CH2:32][CH2:33][NH2:34]. No catalyst specified. The product is [OH:31][CH2:32][CH2:33][NH:34][C:22]([NH:21][C:16]1[C:17]([CH3:20])=[C:18]([CH3:19])[C:13]2[O:12][CH2:11][CH:10]([C:7]3[CH:6]=[CH:5][C:4]([CH:1]([CH3:2])[CH3:3])=[CH:9][CH:8]=3)[C:14]=2[C:15]=1[CH3:30])=[O:29]. The yield is 0.890. (5) The reactants are [Cl:1][CH2:2][C:3]([C:5]1[CH:6]=[CH:7][C:8]2[O:13][CH2:12][C:11](=[O:14])[NH:10][C:9]=2[CH:15]=1)=O.C([SiH](CC)CC)C. The catalyst is FC(F)(F)C(O)=O. The product is [Cl:1][CH2:2][CH2:3][C:5]1[CH:6]=[CH:7][C:8]2[O:13][CH2:12][C:11](=[O:14])[NH:10][C:9]=2[CH:15]=1. The yield is 0.910.